This data is from Forward reaction prediction with 1.9M reactions from USPTO patents (1976-2016). The task is: Predict the product of the given reaction. Given the reactants [CH:1]([CH:3]1[CH2:8][CH2:7][N:6]([C:9]([O:11][CH2:12][C:13]2[CH:18]=[CH:17][CH:16]=[CH:15][CH:14]=2)=[O:10])[CH2:5][CH2:4]1)=O.[NH:19]1[CH2:24][CH2:23][CH2:22][CH2:21][CH2:20]1, predict the reaction product. The product is: [N:19]1([CH:1]=[C:3]2[CH2:8][CH2:7][N:6]([C:9]([O:11][CH2:12][C:13]3[CH:18]=[CH:17][CH:16]=[CH:15][CH:14]=3)=[O:10])[CH2:5][CH2:4]2)[CH2:24][CH2:23][CH2:22][CH2:21][CH2:20]1.